From a dataset of Reaction yield outcomes from USPTO patents with 853,638 reactions. Predict the reaction yield, written as a fraction of the theoretical maximum amount of product (1.0 means a 100% yield; for example, 0.34 means a 34% yield). (1) The yield is 0.668. The catalyst is O1CCOCC1.CO. The reactants are [CH3:1][C@:2]12[C@@:19]3([CH3:20])[C@@H:10]([C@:11]4([CH3:33])[C@@H:16]([CH2:17][CH2:18]3)[C:15]([CH3:22])([CH3:21])[C:14]([C:23]3[CH:32]=[CH:31][C:26]([C:27]([O:29]C)=[O:28])=[CH:25][CH:24]=3)=[CH:13][CH2:12]4)[CH2:9][CH2:8][C@@H:7]1[C@H:6]1[C@H:34]([C:37]([CH3:39])=[CH2:38])[CH2:35][CH2:36][C@:5]1([NH:40][CH2:41][CH2:42][C:43]([F:46])([F:45])[F:44])[CH2:4][CH2:3]2.[OH-].[Na+]. The product is [CH3:1][C@:2]12[C@@:19]3([CH3:20])[C@@H:10]([C@:11]4([CH3:33])[C@@H:16]([CH2:17][CH2:18]3)[C:15]([CH3:21])([CH3:22])[C:14]([C:23]3[CH:24]=[CH:25][C:26]([C:27]([OH:29])=[O:28])=[CH:31][CH:32]=3)=[CH:13][CH2:12]4)[CH2:9][CH2:8][C@@H:7]1[C@H:6]1[C@H:34]([C:37]([CH3:39])=[CH2:38])[CH2:35][CH2:36][C@:5]1([NH:40][CH2:41][CH2:42][C:43]([F:44])([F:45])[F:46])[CH2:4][CH2:3]2. (2) The reactants are [CH3:1][O:2][C:3](=[O:20])[C:4]1[CH:9]=[C:8]([CH:10]=[O:11])[C:7]([C:12]([F:15])([F:14])[F:13])=[CH:6][C:5]=1[NH:16][C:17](=[O:19])[CH3:18].[CH2:21]([Mg]Cl)[CH2:22][CH3:23]. The catalyst is CCOCC. The product is [CH3:1][O:2][C:3](=[O:20])[C:4]1[CH:9]=[C:8]([CH:10]([OH:11])[CH2:21][CH2:22][CH3:23])[C:7]([C:12]([F:15])([F:14])[F:13])=[CH:6][C:5]=1[NH:16][C:17](=[O:19])[CH3:18]. The yield is 0.230.